From a dataset of Reaction yield outcomes from USPTO patents with 853,638 reactions. Predict the reaction yield, written as a fraction of the theoretical maximum amount of product (1.0 means a 100% yield; for example, 0.34 means a 34% yield). (1) The reactants are Cl[CH2:2][C:3]1[N:4]([CH:27]([CH3:29])[CH3:28])[C:5]2[CH:10]=[C:9]([NH:11][C:12]3[CH:17]=[CH:16][N:15]=[C:14]([N:18]4[CH2:23][CH2:22][CH:21]([O:24][CH3:25])[CH2:20][CH2:19]4)[N:13]=3)[N:8]=[CH:7][C:6]=2[N:26]=1.CC([O-])=[O:32].[K+]. The catalyst is CN(C=O)C. The product is [CH:27]([N:4]1[C:5]2[CH:10]=[C:9]([NH:11][C:12]3[CH:17]=[CH:16][N:15]=[C:14]([N:18]4[CH2:23][CH2:22][CH:21]([O:24][CH3:25])[CH2:20][CH2:19]4)[N:13]=3)[N:8]=[CH:7][C:6]=2[N:26]=[C:3]1[CH2:2][OH:32])([CH3:28])[CH3:29]. The yield is 0.520. (2) The reactants are [Br:1][C:2]1[NH:3][CH:4]=[C:5]([N+:7]([O-:9])=[O:8])[N:6]=1.[Si:10]([O:17][CH2:18][CH:19]([O:22][CH:23]1[CH2:28][CH2:27][CH2:26][CH2:25][O:24]1)[CH2:20]Cl)([C:13]([CH3:16])([CH3:15])[CH3:14])([CH3:12])[CH3:11].C(=O)([O-])[O-].[K+].[K+].[I-].[Na+]. The catalyst is CN(C)C=O. The product is [Br:1][C:2]1[N:3]([CH2:20][CH:19]([O:22][CH:23]2[CH2:28][CH2:27][CH2:26][CH2:25][O:24]2)[CH2:18][O:17][Si:10]([C:13]([CH3:16])([CH3:14])[CH3:15])([CH3:12])[CH3:11])[CH:4]=[C:5]([N+:7]([O-:9])=[O:8])[N:6]=1. The yield is 0.687. (3) The reactants are [C:1]([O:5][C:6]([NH:8][C:9]1[S:13][CH:12]=[N:11][C:10]=1[C:14]([OH:16])=[O:15])=[O:7])([CH3:4])([CH3:3])[CH3:2].C1C(=O)N([Br:24])C(=O)C1. The yield is 0.700. The catalyst is C(Cl)Cl. The product is [Br:24][C:12]1[S:13][C:9]([NH:8][C:6]([O:5][C:1]([CH3:4])([CH3:2])[CH3:3])=[O:7])=[C:10]([C:14]([OH:16])=[O:15])[N:11]=1.